From a dataset of Experimentally validated miRNA-target interactions with 360,000+ pairs, plus equal number of negative samples. Binary Classification. Given a miRNA mature sequence and a target amino acid sequence, predict their likelihood of interaction. (1) Result: 1 (interaction). The miRNA is cel-miR-797-5p with sequence UAUCACAGCAAUCACAAUGAGAAGA. The protein sequence of the target gene is MSVFSQLAESSKQNPFSLPVRSGNCASAVSAPGQVEFGSGKYYAYCALGGVLSCGITHTAIVPLDLVKCRIQVNPEKYTGIATGFRTTIAEEGARALVKGWAPTLLGYSAQGLGKFGFYEIFKNVYADMLGEENAYLYRTSLYLAASASAEFFADILLAPMEATKVRIQTSPGAPPTLRGCAPMIYKAEGLTGFYKGLPPLWMRQIPYTMMKFACFEKTVEALYQYVVPKPRAECSKAEQLVVTFVAGYIAGVFCAIVSHPADTVVSKLNQDSQATAGGILKKLGFAGVWKGLVPRIIMI.... (2) The miRNA is mmu-miR-192-5p with sequence CUGACCUAUGAAUUGACAGCC. The protein sequence of the target gene is MAYPGHPGAGGGYYPGGYGGAPGGPAFPGQTQDPLYGYFAAVAGQDGQIDADELQRCLTQSGIAGGYKPFNLETCRLMVSMLDRDMSGTMGFNEFKELWAVLNGWRQHFISFDTDRSGTVDPQELQKALTTMGFRLSPQAVNSIAKRYSTNGKITFDDYIACCVKLRALTDSFRRRDTAQQGVVNFPYDDFIQCVMSV. Result: 0 (no interaction). (3) The miRNA is hsa-miR-513c-3p with sequence UAAAUUUCACCUUUCUGAGAAGA. The protein sequence of the target gene is MAEISRIQYEMEYTEGISQRMRVPEKLKVAPPNADLEQEFQDGVPNASVIMQVPERIVVTGNNEDISFSRPADLDLIQSTPFKPLALKTPPRVLTLSERPLDFLDLERPLPTPQSEESRAVGRLKRERSMSENAVRQNGQLVRNDSIVTPSPPQARVCPPHMLPEDGANLSSARGILSLIQSSTRRAYQQILDVLDENRRPVLRGGSAAATSNPHHDNVRYGISNLDAAIEGASDDMTVVDAASLRRQIIKLNRRLQLLEEENKERAKREMVMYSITVAFWLLNSWLWFRR. Result: 0 (no interaction). (4) The miRNA is hsa-miR-23a-5p with sequence GGGGUUCCUGGGGAUGGGAUUU. The protein sequence of the target gene is MGPLQFRDVAIEFSLEEWHCLDTAQRNLYRNVMLENYSNLVFLGITVSKPDLITCLEQGRKPLTMKRNEMIAKPSVMCSHFAQDLWPEQSMKDSFQKVVLRRYEKCEHDNLQLKKGCISVDECKVHKEGYNELNQCLTTTPRKICQCDKYVKVLHQFPNSNGQKRGHTGKKPFKYIECGKAFKQFSTLTTHKKIHTGGKPYKCEECGKAFNHSCSLTRHKKIHTGEKPYKCEECGKAFKHSSTLTTHKRNHTGEKPYKCDKCGKAFMSSSTLSKHEIIHTEKKPYKCEECGKAFNRSSTL.... Result: 0 (no interaction). (5) The miRNA is cel-miR-266 with sequence AGGCAAGACUUUGGCAAAGC. The protein sequence of the target gene is MASESDTEEFYDAPEDVHLGTGYPVGSPGKVGLLSFKEAENTANQAGNESPVQELRQDVSKKIIESIIEESQKVLQLEDDSLDSKGKGLSDEATAGPSVAGTEFSNIPGLLAIEHELQQDSEKAESQNVAEESELETQKCFPSDETCEKSEKTVDETDNLTEVSSGEQLDASGLEAETLNKEALEVKEGDVLDPASLDTLSTTDFAAVEEVAPAKPPRHLTPEPDIVASTKKPVPARPPPPTNFPPPRPPPPSRPAPPPRKKKSELEFEALKTPDLDVPKENITSDSLLTTNMASENTVR.... Result: 0 (no interaction).